Dataset: Reaction yield outcomes from USPTO patents with 853,638 reactions. Task: Predict the reaction yield, written as a fraction of the theoretical maximum amount of product (1.0 means a 100% yield; for example, 0.34 means a 34% yield). (1) No catalyst specified. The yield is 0.380. The reactants are Cl.[F:2][C:3]1[CH:4]=[C:5]([CH:25]=[CH:26][C:27]=1[OH:28])[NH:6][C:7]1[C:16]2[C:11](=[CH:12][CH:13]=[CH:14][C:15]=2[O:17][CH:18]2[CH2:23][CH2:22][N:21]([CH3:24])[CH2:20][CH2:19]2)[N:10]=[CH:9][N:8]=1.[CH3:29][C:30]1[O:34][N:33]=[C:32]([CH2:35]Cl)[CH:31]=1. The product is [F:2][C:3]1[CH:4]=[C:5]([CH:25]=[CH:26][C:27]=1[O:28][CH2:35][C:32]1[CH:31]=[C:30]([CH3:29])[O:34][N:33]=1)[NH:6][C:7]1[C:16]2[C:11](=[CH:12][CH:13]=[CH:14][C:15]=2[O:17][CH:18]2[CH2:23][CH2:22][N:21]([CH3:24])[CH2:20][CH2:19]2)[N:10]=[CH:9][N:8]=1. (2) The reactants are C([O:5][N:6]1[CH2:12][CH2:11][CH2:10][N:9]([CH3:13])[C@@H:8]([CH2:14][N:15]([S:33]([CH3:36])(=[O:35])=[O:34])[C:16]2[CH:21]=[CH:20][C:19]([O:22][C:23]3[CH:28]=[CH:27][C:26]([C:29]([F:32])([F:31])[F:30])=[CH:25][CH:24]=3)=[CH:18][CH:17]=2)[C:7]1=[O:37])(C)(C)C.FC(F)(F)C(O)=O.CCCCCC. The catalyst is CCOCC. The product is [OH:5][N:6]1[CH2:12][CH2:11][CH2:10][N:9]([CH3:13])[C@@H:8]([CH2:14][N:15]([S:33]([CH3:36])(=[O:35])=[O:34])[C:16]2[CH:21]=[CH:20][C:19]([O:22][C:23]3[CH:28]=[CH:27][C:26]([C:29]([F:32])([F:31])[F:30])=[CH:25][CH:24]=3)=[CH:18][CH:17]=2)[C:7]1=[O:37]. The yield is 0.850.